From a dataset of Retrosynthesis with 50K atom-mapped reactions and 10 reaction types from USPTO. Predict the reactants needed to synthesize the given product. (1) Given the product O=C(Nc1ccc2c(c(-c3cccc(F)c3)nn2C(c2ccccc2)(c2ccccc2)c2ccccc2)c1Br)C1CC1, predict the reactants needed to synthesize it. The reactants are: Nc1ccc2c(c(-c3cccc(F)c3)nn2C(c2ccccc2)(c2ccccc2)c2ccccc2)c1Br.O=C(Cl)C1CC1. (2) Given the product CCOC(=O)c1c(NC(=O)CC#N)cc(Cl)n1-c1ccc(-c2ccsc2)cc1, predict the reactants needed to synthesize it. The reactants are: CCOC(=O)c1c(N)cc(Cl)n1-c1ccc(-c2ccsc2)cc1.N#CCC(=O)O. (3) Given the product Cc1ccccc1-c1nc(C(=O)Oc2cccc(C(=O)OCc3ccccc3)c2)c(CCC23CC4CC(CC(C4)C2)C3)[nH]1, predict the reactants needed to synthesize it. The reactants are: Cc1ccccc1-c1nc(C(=O)O)c(CCC23CC4CC(CC(C4)C2)C3)[nH]1.O=C(OCc1ccccc1)c1cccc(O)c1. (4) Given the product CC(C)(C)OC(=O)N1CCC(N2CCN(Cc3ccccc3)CC2)C1, predict the reactants needed to synthesize it. The reactants are: CC(C)(C)OC(=O)N1CCC(N)C1.ClCCN(CCCl)Cc1ccccc1. (5) The reactants are: CCOC(=O)c1ccc(NC2CCCCCC2)c([N+](=O)[O-])c1. Given the product CCOC(=O)c1ccc(NC2CCCCCC2)c(N)c1, predict the reactants needed to synthesize it. (6) The reactants are: CC(C)(C)OC(=O)N1CCN2C(=O)c3c(cc(Nc4ccccc4)cc3C(F)(F)F)[C@@H]2C1. Given the product O=C1c2c(cc(Nc3ccccc3)cc2C(F)(F)F)[C@@H]2CNCCN12, predict the reactants needed to synthesize it. (7) The reactants are: Fc1ccc(C2CCNCC2)c(F)c1.O=C(O)c1nc2c(s1)CCOc1cc(-c3cn[nH]c3)ccc1-2. Given the product O=C(c1nc2c(s1)CCOc1cc(-c3cn[nH]c3)ccc1-2)N1CCC(c2ccc(F)cc2F)CC1, predict the reactants needed to synthesize it.